From a dataset of Full USPTO retrosynthesis dataset with 1.9M reactions from patents (1976-2016). Predict the reactants needed to synthesize the given product. (1) Given the product [CH:1]12[CH2:10][CH:5]3[CH2:6][CH:7]([CH2:9][CH:3]([CH2:4]3)[CH:2]1[NH:11][C:12]([N:14]1[CH2:19][CH2:18][C:17]3([C:27]4[C:22](=[CH:23][CH:24]=[C:25]([Cl:28])[CH:26]=4)[CH:21]([CH2:29][C:30]([OH:32])=[O:31])[CH2:20]3)[CH2:16][CH2:15]1)=[O:13])[CH2:8]2, predict the reactants needed to synthesize it. The reactants are: [CH:1]12[CH2:10][CH:5]3[CH2:6][CH:7]([CH2:9][CH:3]([CH2:4]3)[CH:2]1[NH:11][C:12]([N:14]1[CH2:19][CH2:18][C:17]3([C:27]4[C:22](=[CH:23][CH:24]=[C:25]([Cl:28])[CH:26]=4)[CH:21]([CH2:29][C:30]([O:32]CC)=[O:31])[CH2:20]3)[CH2:16][CH2:15]1)=[O:13])[CH2:8]2.[Li+].[OH-]. (2) The reactants are: [F:1][C:2]1[CH:6]=[N:5][N:4]([CH3:7])[C:3]=1[C:8]1[CH:9]=[C:10]([NH2:16])[CH:11]=[CH:12][C:13]=1[O:14][CH3:15].[F:17][C:18]1[CH:23]=[C:22]([F:24])[CH:21]=[CH:20][C:19]=1[N:25]=[C:26]=[O:27]. Given the product [F:17][C:18]1[CH:23]=[C:22]([F:24])[CH:21]=[CH:20][C:19]=1[NH:25][C:26]([NH:16][C:10]1[CH:11]=[CH:12][C:13]([O:14][CH3:15])=[C:8]([C:3]2[N:4]([CH3:7])[N:5]=[CH:6][C:2]=2[F:1])[CH:9]=1)=[O:27], predict the reactants needed to synthesize it.